This data is from Forward reaction prediction with 1.9M reactions from USPTO patents (1976-2016). The task is: Predict the product of the given reaction. (1) Given the reactants [CH3:1][NH:2][CH2:3][C:4]1([C:10]2[CH:15]=[CH:14][C:13]([O:16][CH2:17][CH2:18][CH2:19][N:20]3[CH2:24][CH2:23][CH2:22][CH2:21]3)=[CH:12][CH:11]=2)[CH2:9][CH2:8][O:7][CH2:6][CH2:5]1.Br[CH2:26][CH2:27][C:28]1[CH:33]=[CH:32][CH:31]=[CH:30][CH:29]=1.C(=O)([O-])[O-].[K+].[K+], predict the reaction product. The product is: [CH3:1][N:2]([CH2:26][CH2:27][C:28]1[CH:33]=[CH:32][CH:31]=[CH:30][CH:29]=1)[CH2:3][C:4]1([C:10]2[CH:15]=[CH:14][C:13]([O:16][CH2:17][CH2:18][CH2:19][N:20]3[CH2:24][CH2:23][CH2:22][CH2:21]3)=[CH:12][CH:11]=2)[CH2:9][CH2:8][O:7][CH2:6][CH2:5]1. (2) Given the reactants [OH:1][CH2:2][C:3]([NH:6][C:7]([CH:9]1[CH2:14][CH2:13][CH2:12][CH2:11][CH2:10]1)=[O:8])([CH3:5])[CH3:4].[NH2:15][C:16]1[CH:23]=[CH:22][CH:21]=[C:20](F)[C:17]=1[C:18]#[N:19], predict the reaction product. The product is: [NH2:15][C:16]1[C:17]([C:18]#[N:19])=[C:20]([CH:21]=[CH:22][CH:23]=1)[O:1][CH2:2][C:3]([NH:6][C:7]([CH:9]1[CH2:14][CH2:13][CH2:12][CH2:11][CH2:10]1)=[O:8])([CH3:5])[CH3:4]. (3) Given the reactants [CH3:1][C:2]([O:5][C:6]([N:8]1[CH2:12][C@@H:11]([C:13]([OH:15])=O)[CH2:10][CH2:9]1)=[O:7])([CH3:4])[CH3:3].C(Cl)CCl.[Cl:20][C:21]1[N:26]=[CH:25][C:24]([CH2:27][NH:28][C:29]2[CH:34]=[CH:33][C:32]([F:35])=[CH:31][CH:30]=2)=[CH:23][CH:22]=1, predict the reaction product. The product is: [Cl:20][C:21]1[N:26]=[CH:25][C:24]([CH2:27][N:28]([C:29]2[CH:34]=[CH:33][C:32]([F:35])=[CH:31][CH:30]=2)[C:13]([C@H:11]2[CH2:10][CH2:9][N:8]([C:6]([O:5][C:2]([CH3:1])([CH3:3])[CH3:4])=[O:7])[CH2:12]2)=[O:15])=[CH:23][CH:22]=1.